This data is from Forward reaction prediction with 1.9M reactions from USPTO patents (1976-2016). The task is: Predict the product of the given reaction. Given the reactants [C:1]([C:3]1[C:4]([N:15]2[CH2:20][CH2:19][C:18]([CH3:24])([C:21](O)=[O:22])[CH2:17][CH2:16]2)=[N:5][C:6]([CH3:14])=[C:7]([C:9]([O:11][CH2:12][CH3:13])=[O:10])[CH:8]=1)#[N:2].CCN=C=NCCCN(C)C.C1C=CC2N(O)N=NC=2C=1.[C:46]1([CH2:52][S:53]([NH2:56])(=[O:55])=[O:54])[CH:51]=[CH:50][CH:49]=[CH:48][CH:47]=1.CCN(C(C)C)C(C)C, predict the reaction product. The product is: [CH2:12]([O:11][C:9](=[O:10])[C:7]1[CH:8]=[C:3]([C:1]#[N:2])[C:4]([N:15]2[CH2:20][CH2:19][C:18]([C:21]([NH:56][S:53]([CH2:52][C:46]3[CH:47]=[CH:48][CH:49]=[CH:50][CH:51]=3)(=[O:54])=[O:55])=[O:22])([CH3:24])[CH2:17][CH2:16]2)=[N:5][C:6]=1[CH3:14])[CH3:13].